Dataset: Forward reaction prediction with 1.9M reactions from USPTO patents (1976-2016). Task: Predict the product of the given reaction. (1) Given the reactants [O:1]1[CH2:6][CH2:5][CH:4]([NH:7][C:8]2[CH:14]=[CH:13][C:12]([C:15]3[O:16][C:17]4[CH:23]=[CH:22][CH:21]=[CH:20][C:18]=4[N:19]=3)=[CH:11][C:9]=2[NH2:10])[CH2:3][CH2:2]1.[CH:24](=O)[CH3:25].OOS([O-])=O.[K+].[C:33](=O)([O-])[O-].[K+].[K+], predict the reaction product. The product is: [CH3:24][C:25]1[N:7]([CH:4]2[CH2:3][CH2:2][O:1][CH2:6][CH2:5]2)[C:8]2[CH:14]=[CH:13][C:12]([C:15]3[O:16][C:17]4[CH:23]=[CH:22][CH:21]=[C:20]([CH3:33])[C:18]=4[N:19]=3)=[CH:11][C:9]=2[N:10]=1. (2) Given the reactants [Cl:1][C:2]1[CH:7]=[CH:6][C:5]([C:8]2[N:9]=[C:10]([C:22](OCC)=[O:23])[N:11]([CH3:21])[C:12]=2[C:13]2[CH:18]=[CH:17][C:16]([Cl:19])=[CH:15][C:14]=2[Cl:20])=[CH:4][CH:3]=1.[NH2:27][N:28]1[CH2:33][CH2:32][CH2:31][CH2:30][CH2:29]1, predict the reaction product. The product is: [N:28]1([NH:27][C:22]([C:10]2[N:11]([CH3:21])[C:12]([C:13]3[CH:18]=[CH:17][C:16]([Cl:19])=[CH:15][C:14]=3[Cl:20])=[C:8]([C:5]3[CH:4]=[CH:3][C:2]([Cl:1])=[CH:7][CH:6]=3)[N:9]=2)=[O:23])[CH2:33][CH2:32][CH2:31][CH2:30][CH2:29]1. (3) Given the reactants [NH2:1][C:2]1[C:3]([C:15]([NH2:17])=[O:16])=[CH:4][C:5]2[C:13]3[C:8](=[CH:9][CH:10]=[CH:11][CH:12]=3)[NH:7][C:6]=2[N:14]=1.C(=O)([O-])[O-].[Cs+].[Cs+].I[CH2:25][C:26]1([NH:29][C:30](=[O:36])[O:31][C:32]([CH3:35])([CH3:34])[CH3:33])[CH2:28][CH2:27]1, predict the reaction product. The product is: [NH2:1][C:2]1[C:3]([C:15]([NH2:17])=[O:16])=[CH:4][C:5]2[C:13]3[C:8](=[CH:9][CH:10]=[CH:11][CH:12]=3)[N:7]([CH2:25][C:26]3([NH:29][C:30](=[O:36])[O:31][C:32]([CH3:35])([CH3:34])[CH3:33])[CH2:27][CH2:28]3)[C:6]=2[N:14]=1. (4) Given the reactants Br[C:2]1[CH:3]=[CH:4][C:5]([CH2:8][O:9][CH3:10])=[N:6][CH:7]=1.[B:11]1([B:11]2[O:15][C:14]([CH3:17])([CH3:16])[C:13]([CH3:19])([CH3:18])[O:12]2)[O:15][C:14]([CH3:17])([CH3:16])[C:13]([CH3:19])([CH3:18])[O:12]1.C([O-])(=O)C.[K+], predict the reaction product. The product is: [CH3:10][O:9][CH2:8][C:5]1[CH:4]=[CH:3][C:2]([B:11]2[O:15][C:14]([CH3:17])([CH3:16])[C:13]([CH3:19])([CH3:18])[O:12]2)=[CH:7][N:6]=1.